Task: Predict the product of the given reaction.. Dataset: Forward reaction prediction with 1.9M reactions from USPTO patents (1976-2016) (1) The product is: [CH3:15][N:1]1[C:9]2[C:4](=[CH:5][C:6]([C:10]#[N:11])=[CH:7][CH:8]=2)[CH:3]=[CH:2]1. Given the reactants [NH:1]1[C:9]2[C:4](=[CH:5][C:6]([C:10]#[N:11])=[CH:7][CH:8]=2)[CH:3]=[CH:2]1.[H-].[Na+].I[CH3:15], predict the reaction product. (2) Given the reactants [N:1]1[CH:6]=[CH:5][C:4]([CH2:7][OH:8])=[CH:3][CH:2]=1.C(P(CCCC)CCCC)CCC.CN(C)C(N=NC(N(C)C)=O)=O.[CH3:34][O:35][C:36]1[C:37]([CH3:60])=[C:38]([C:51]([O:58][CH3:59])=[C:52]([O:56][CH3:57])[C:53]=1[O:54][CH3:55])[CH2:39][C:40]1[CH:41]=[CH:42][C:43](O)=[C:44]([CH:49]=1)[C:45]([O:47][CH3:48])=[O:46].[OH-].[Na+], predict the reaction product. The product is: [CH3:34][O:35][C:36]1[C:37]([CH3:60])=[C:38]([C:51]([O:58][CH3:59])=[C:52]([O:56][CH3:57])[C:53]=1[O:54][CH3:55])[CH2:39][C:40]1[CH:41]=[CH:42][C:43]([O:8][CH2:7][C:4]2[CH:5]=[CH:6][N:1]=[CH:2][CH:3]=2)=[C:44]([CH:49]=1)[C:45]([O:47][CH3:48])=[O:46]. (3) Given the reactants [F:1][C:2]1[C:7]([O:8][CH3:9])=[CH:6][C:5]([O:10][CH3:11])=[C:4]([F:12])[C:3]=1[N:13]1[CH2:18][C:17]2[CH:19]=[N:20][C:21]3[NH:25][CH:24]=[CH:23][C:22]=3[C:16]=2[N:15]([CH2:26][CH3:27])[C:14]1=[O:28].C([OH:32])(C)C.O.[Br-].[Br-].[Br-].[NH+]1C=CC=CC=1.[NH+]1C=CC=CC=1.[NH+]1C=CC=CC=1.C(O)(=O)C, predict the reaction product. The product is: [F:12][C:4]1[C:5]([O:10][CH3:11])=[CH:6][C:7]([O:8][CH3:9])=[C:2]([F:1])[C:3]=1[N:13]1[CH2:18][C:17]2[CH:19]=[N:20][C:21]3[NH:25][C:24](=[O:32])[CH2:23][C:22]=3[C:16]=2[N:15]([CH2:26][CH3:27])[C:14]1=[O:28]. (4) Given the reactants [CH3:1][N:2]([CH2:4][CH:5]1[CH2:14][CH2:13][C:12]2[CH:11]=[C:10]([NH2:15])[CH:9]=[CH:8][C:7]=2[CH2:6]1)[CH3:3].[Cl:16][C:17]1[CH:22]=[CH:21][C:20]([C:23]2[CH:24]=[C:25]([C:28](O)=[O:29])[NH:26][CH:27]=2)=[CH:19][CH:18]=1, predict the reaction product. The product is: [Cl:16][C:17]1[CH:22]=[CH:21][C:20]([C:23]2[CH:24]=[C:25]([C:28]([NH:15][C:10]3[CH:9]=[CH:8][C:7]4[CH2:6][CH:5]([CH2:4][N:2]([CH3:1])[CH3:3])[CH2:14][CH2:13][C:12]=4[CH:11]=3)=[O:29])[NH:26][CH:27]=2)=[CH:19][CH:18]=1. (5) Given the reactants [CH2:1]([N:4]1[CH2:9][CH2:8][CH:7]([O:10][C:11]2[CH:25]=[CH:24][C:14]3[NH:15][C:16](=[O:23])[C:17]4[CH2:18][CH2:19][CH2:20][NH:21][C:22]=4[C:13]=3[CH:12]=2)[CH2:6][CH2:5]1)[CH2:2][CH3:3].O1CCOCC1.[ClH:32], predict the reaction product. The product is: [ClH:32].[ClH:32].[CH2:1]([N:4]1[CH2:9][CH2:8][CH:7]([O:10][C:11]2[CH:25]=[CH:24][C:14]3[NH:15][C:16](=[O:23])[C:17]4[CH2:18][CH2:19][CH2:20][NH:21][C:22]=4[C:13]=3[CH:12]=2)[CH2:6][CH2:5]1)[CH2:2][CH3:3]. (6) The product is: [CH2:24]([O:23][C:21]([C:3]1[C:4]([CH3:20])=[N:5][C:6]2[C:11]([C:2]=1[NH2:1])=[C:10]([O:12][CH2:13][C:14]([CH3:18])([CH3:19])[C:15](=[O:17])[NH:33][CH2:32][C:29]1[CH:30]=[CH:31][N:26]=[CH:27][CH:28]=1)[CH:9]=[CH:8][CH:7]=2)=[O:22])[CH3:25]. Given the reactants [NH2:1][C:2]1[C:11]2[C:6](=[CH:7][CH:8]=[CH:9][C:10]=2[O:12][CH2:13][C:14]([CH3:19])([CH3:18])[C:15]([OH:17])=O)[N:5]=[C:4]([CH3:20])[C:3]=1[C:21]([O:23][CH2:24][CH3:25])=[O:22].[N:26]1[CH:31]=[CH:30][C:29]([CH2:32][NH2:33])=[CH:28][CH:27]=1, predict the reaction product. (7) Given the reactants O.Cl.Cl.Cl.[NH2:5][C:6]1[C:11]([NH2:12])=[CH:10][C:9]([NH2:13])=[C:8]([NH2:14])[N:7]=1.OC1C=C(C(O)=O)C(O)=CC=1C(O)=O.[Na+].[Na+].OC1C=C(C([O-])=O)C(O)=CC=1C([O-])=O.C(O)(=O)C, predict the reaction product. The product is: [NH2:5][C:6]1[C:11]([NH2:12])=[CH:10][C:9]([NH2:13])=[C:8]([NH2:14])[N:7]=1. (8) Given the reactants [CH3:1][S:2][C:3]1[S:4][C:5]([C:8]2([OH:18])[CH2:17][CH2:16][C:11]3(OCCO3)[CH2:10][CH2:9]2)=[CH:6][N:7]=1.[NH:19]1[CH2:22][CH:21]([NH:23][C:24]([CH2:26][NH:27][C:28](=[O:39])[C:29]2[CH:34]=[CH:33][CH:32]=[C:31]([C:35]([F:38])([F:37])[F:36])[CH:30]=2)=[O:25])[CH2:20]1, predict the reaction product. The product is: [OH:18][C:8]1([C:5]2[S:4][C:3]([S:2][CH3:1])=[N:7][CH:6]=2)[CH2:9][CH2:10][CH:11]([N:19]2[CH2:22][CH:21]([NH:23][C:24]([CH2:26][NH:27][C:28](=[O:39])[C:29]3[CH:34]=[CH:33][CH:32]=[C:31]([C:35]([F:38])([F:36])[F:37])[CH:30]=3)=[O:25])[CH2:20]2)[CH2:16][CH2:17]1. (9) Given the reactants [NH2:1][C:2]1[C:11]2[C:6](=[C:7](Br)[CH:8]=[CH:9][CH:10]=2)[N:5]=[N:4][C:3]=1[C:13]([NH:15][CH2:16][CH2:17][CH3:18])=[O:14].[Cl:19][C:20]1[CH:25]=[CH:24][C:23]([C:26]([F:29])([F:28])[F:27])=[CH:22][C:21]=1B(O)O, predict the reaction product. The product is: [NH2:1][C:2]1[C:11]2[C:6](=[C:7]([C:21]3[CH:22]=[C:23]([C:26]([F:28])([F:29])[F:27])[CH:24]=[CH:25][C:20]=3[Cl:19])[CH:8]=[CH:9][CH:10]=2)[N:5]=[N:4][C:3]=1[C:13]([NH:15][CH2:16][CH2:17][CH3:18])=[O:14]. (10) Given the reactants [ClH:1].[NH2:2][C:3]([CH3:17])([C:13]([F:16])([F:15])[F:14])[CH2:4][NH:5]C(=O)OC(C)(C)C, predict the reaction product. The product is: [ClH:1].[ClH:1].[F:14][C:13]([F:16])([F:15])[C:3]([CH3:17])([NH2:2])[CH2:4][NH2:5].